This data is from Forward reaction prediction with 1.9M reactions from USPTO patents (1976-2016). The task is: Predict the product of the given reaction. Given the reactants [Cl:1][C:2]1[C:3]([C:15]([F:18])([F:17])[F:16])=[N:4][N:5]([CH:8]([CH:12]([CH3:14])[CH3:13])[C:9]([OH:11])=O)[C:6]=1[CH3:7].[F:19][C:20]1[CH:25]=[CH:24][C:23]([N:26]2[C:34]3[CH2:33][CH2:32][CH2:31][NH:30][C:29]=3[CH:28]=[N:27]2)=[CH:22][CH:21]=1, predict the reaction product. The product is: [Cl:1][C:2]1[C:3]([C:15]([F:18])([F:17])[F:16])=[N:4][N:5]([CH:8]([CH:12]([CH3:14])[CH3:13])[C:9]([N:30]2[CH2:31][CH2:32][CH2:33][C:34]3[N:26]([C:23]4[CH:24]=[CH:25][C:20]([F:19])=[CH:21][CH:22]=4)[N:27]=[CH:28][C:29]2=3)=[O:11])[C:6]=1[CH3:7].